From a dataset of Forward reaction prediction with 1.9M reactions from USPTO patents (1976-2016). Predict the product of the given reaction. (1) Given the reactants [CH3:1][N:2]([CH2:11][C:12]1[CH:13]=[C:14]([C:18]2[CH:23]=[CH:22][C:21]([CH2:24][CH:25]([C:30]([O:32]C)=O)[C:26]([O:28]C)=[O:27])=[CH:20][CH:19]=2)[CH:15]=[CH:16][CH:17]=1)[C:3]([C:5]1[CH:10]=[CH:9][CH:8]=[CH:7][CH:6]=1)=[O:4].C(=O)([O-])[O-].[Na+].[Na+].Cl.[NH2:41][OH:42].Cl, predict the reaction product. The product is: [OH:42][NH:41][C:30](=[O:32])[CH:25]([CH2:24][C:21]1[CH:20]=[CH:19][C:18]([C:14]2[CH:15]=[CH:16][CH:17]=[C:12]([CH2:11][N:2]([CH3:1])[C:3]([C:5]3[CH:10]=[CH:9][CH:8]=[CH:7][CH:6]=3)=[O:4])[CH:13]=2)=[CH:23][CH:22]=1)[C:26]([OH:28])=[O:27]. (2) Given the reactants [NH2:1][N:2]1[C:11]2[C:6](=[CH:7][CH:8]=[CH:9][CH:10]=2)[C:5]([OH:12])=[C:4]([C:13]2[NH:18][C:17]3[CH:19]=[CH:20][C:21]([O:23][CH2:24][C:25]4[CH:30]=[CH:29][CH:28]=[CH:27][CH:26]=4)=[CH:22][C:16]=3[S:15](=[O:32])(=[O:31])[N:14]=2)[C:3]1=[O:33], predict the reaction product. The product is: [CH2:24]([O:23][C:21]1[CH:20]=[CH:19][C:17]2[NH:18][C:13]([C:4]3[C:3](=[O:33])[N:2]([N:1]=[CH:3][CH2:4][CH2:5][CH3:6])[C:11]4[C:6]([C:5]=3[OH:12])=[CH:7][CH:8]=[CH:9][CH:10]=4)=[N:14][S:15](=[O:32])(=[O:31])[C:16]=2[CH:22]=1)[C:25]1[CH:26]=[CH:27][CH:28]=[CH:29][CH:30]=1. (3) Given the reactants [F:1][C:2]1[CH:3]=[C:4]([CH:8]=[CH:9][C:10]=1[N:11]1[CH2:16][CH2:15][O:14][CH2:13][C:12]1=[O:17])[C:5](Cl)=[O:6].[Cl:18][C:19]1[CH:32]=[CH:31][C:22]2[NH:23][C:24]([C@@H:26]([NH2:30])[CH2:27][O:28][CH3:29])=[N:25][C:21]=2[CH:20]=1, predict the reaction product. The product is: [Cl:18][C:19]1[CH:32]=[CH:31][C:22]2[NH:23][C:24]([C@@H:26]([NH:30][C:5](=[O:6])[C:4]3[CH:8]=[CH:9][C:10]([N:11]4[CH2:16][CH2:15][O:14][CH2:13][C:12]4=[O:17])=[C:2]([F:1])[CH:3]=3)[CH2:27][O:28][CH3:29])=[N:25][C:21]=2[CH:20]=1. (4) Given the reactants [CH3:1][C:2]1[O:6][C:5]([C:7]2[CH:12]=[CH:11][CH:10]=[CH:9][CH:8]=2)=[N:4][C:3]=1[CH2:13][O:14][C:15]1[CH:20]=[CH:19][C:18]([CH2:21][OH:22])=[CH:17][CH:16]=1.[Cl:23][C:24]1[CH:25]=[CH:26][C:27](O)=[C:28]([CH2:30][C:31]([O:33][CH3:34])=[O:32])[CH:29]=1.C1(P(C2C=CC=CC=2)C2C=CC=CC=2)C=CC=CC=1.N(C(OCC)=O)=NC(OCC)=O, predict the reaction product. The product is: [Cl:23][C:24]1[CH:25]=[CH:26][C:27]([O:22][CH2:21][C:18]2[CH:17]=[CH:16][C:15]([O:14][CH2:13][C:3]3[N:4]=[C:5]([C:7]4[CH:8]=[CH:9][CH:10]=[CH:11][CH:12]=4)[O:6][C:2]=3[CH3:1])=[CH:20][CH:19]=2)=[C:28]([CH2:30][C:31]([O:33][CH3:34])=[O:32])[CH:29]=1. (5) Given the reactants Br[C:2]1[C:14](=[O:15])[N:13]([CH:16]2[CH2:20][CH2:19][CH2:18][CH2:17]2)[C:5]2[N:6]=[C:7]([NH:11][CH3:12])[N:8]=[C:9]([CH3:10])[C:4]=2[CH:3]=1.C[O:22][B:23](OC)[O:24]C.[Li]CCCC, predict the reaction product. The product is: [CH:16]1([N:13]2[C:5]3[N:6]=[C:7]([NH:11][CH3:12])[N:8]=[C:9]([CH3:10])[C:4]=3[CH:3]=[C:2]([B:23]([OH:24])[OH:22])[C:14]2=[O:15])[CH2:20][CH2:19][CH2:18][CH2:17]1. (6) Given the reactants [NH:1]1[CH:5]=[CH:4][N:3]=[CH:2]1.C(N(CC)CC)C.[Br:13][C:14]1[CH:15]=[C:16]([CH:20]=[CH:21][CH:22]=1)[C:17](Cl)=[O:18].[OH-].[Na+], predict the reaction product. The product is: [Br:13][C:14]1[CH:15]=[C:16]([CH:20]=[CH:21][CH:22]=1)[C:17]([C:2]1[NH:1][CH:5]=[CH:4][N:3]=1)=[O:18].